This data is from Reaction yield outcomes from USPTO patents with 853,638 reactions. The task is: Predict the reaction yield, written as a fraction of the theoretical maximum amount of product (1.0 means a 100% yield; for example, 0.34 means a 34% yield). The reactants are [O:1]=[C:2]1[NH:6][C:5](=[O:7])[CH:4]([CH2:8][C:9]2[CH:19]=[CH:18][C:12]([O:13][CH2:14][C:15]([OH:17])=O)=[CH:11][CH:10]=2)[S:3]1.S(Cl)(Cl)=O.CN(C)C=O.[CH3:29][O:30][C:31]1[CH:32]=[CH:33][C:34]([N+:39]([O-:41])=[O:40])=[C:35]([NH:37][CH3:38])[CH:36]=1. The catalyst is C(#N)C.O. The product is [O:1]=[C:2]1[NH:6][C:5](=[O:7])[CH:4]([CH2:8][C:9]2[CH:10]=[CH:11][C:12]([O:13][CH2:14][C:15]([N:37]([C:35]3[CH:36]=[C:31]([O:30][CH3:29])[CH:32]=[CH:33][C:34]=3[N+:39]([O-:41])=[O:40])[CH3:38])=[O:17])=[CH:18][CH:19]=2)[S:3]1. The yield is 1.00.